Dataset: NCI-60 drug combinations with 297,098 pairs across 59 cell lines. Task: Regression. Given two drug SMILES strings and cell line genomic features, predict the synergy score measuring deviation from expected non-interaction effect. (1) Drug 1: C1CC(CNC1)C2=CC=C(C=C2)N3C=C4C=CC=C(C4=N3)C(=O)N. Drug 2: CCC1=C2CN3C(=CC4=C(C3=O)COC(=O)C4(CC)O)C2=NC5=C1C=C(C=C5)O. Cell line: HCT116. Synergy scores: CSS=66.0, Synergy_ZIP=12.0, Synergy_Bliss=10.9, Synergy_Loewe=10.9, Synergy_HSA=15.1. (2) Drug 1: CCCCCOC(=O)NC1=NC(=O)N(C=C1F)C2C(C(C(O2)C)O)O. Drug 2: CS(=O)(=O)OCCCCOS(=O)(=O)C. Cell line: NCIH23. Synergy scores: CSS=2.26, Synergy_ZIP=3.58, Synergy_Bliss=4.54, Synergy_Loewe=-1.80, Synergy_HSA=-0.762.